From a dataset of Forward reaction prediction with 1.9M reactions from USPTO patents (1976-2016). Predict the product of the given reaction. (1) Given the reactants [Cl:1][C:2]1[CH:7]=[CH:6][CH:5]=[C:4]([CH2:8][C:9]2[CH:14]=[CH:13][C:12]([N+:15]([O-])=O)=[CH:11][CH:10]=2)[C:3]=1[Cl:18], predict the reaction product. The product is: [Cl:18][C:3]1[C:2]([Cl:1])=[CH:7][CH:6]=[CH:5][C:4]=1[CH2:8][C:9]1[CH:10]=[CH:11][C:12]([NH2:15])=[CH:13][CH:14]=1. (2) Given the reactants [N:1]([C@H:4]1[CH2:9][CH2:8][N:7]([C:10]([O:12][C:13]([CH3:16])([CH3:15])[CH3:14])=[O:11])[C@@H:6]([CH3:17])[CH2:5]1)=[N+]=[N-], predict the reaction product. The product is: [NH2:1][C@H:4]1[CH2:9][CH2:8][N:7]([C:10]([O:12][C:13]([CH3:16])([CH3:15])[CH3:14])=[O:11])[C@@H:6]([CH3:17])[CH2:5]1. (3) Given the reactants [Cl:1][C:2]1[CH:7]=[CH:6][C:5]([C@@H:8]([OH:13])[C:9]([F:12])([F:11])[F:10])=[C:4]([N:14]2[CH:18]=[CH:17][C:16]([CH3:19])=[N:15]2)[CH:3]=1.[Cl:20][C:21]1[CH:26]=[C:25](Cl)[N:24]=[C:23]([S:28][CH3:29])[N:22]=1.C([O-])([O-])=O.[Cs+].[Cs+], predict the reaction product. The product is: [Cl:20][C:21]1[CH:26]=[C:25]([O:13][C@H:8]([C:5]2[CH:6]=[CH:7][C:2]([Cl:1])=[CH:3][C:4]=2[N:14]2[CH:18]=[CH:17][C:16]([CH3:19])=[N:15]2)[C:9]([F:12])([F:11])[F:10])[N:24]=[C:23]([S:28][CH3:29])[N:22]=1. (4) Given the reactants [BH4-].[Na+].[F:3][C:4]1[CH:25]=[CH:24][C:7]([CH2:8][CH:9]([C:15]([C:17]2[CH:22]=[CH:21][C:20]([F:23])=[CH:19][CH:18]=2)=[O:16])[C:10]([O:12][CH2:13][CH3:14])=[O:11])=[CH:6][CH:5]=1.Cl.O, predict the reaction product. The product is: [F:3][C:4]1[CH:5]=[CH:6][C:7]([CH2:8][CH:9]([CH:15]([C:17]2[CH:18]=[CH:19][C:20]([F:23])=[CH:21][CH:22]=2)[OH:16])[C:10]([O:12][CH2:13][CH3:14])=[O:11])=[CH:24][CH:25]=1. (5) The product is: [NH2:32][C:29]1[CH:30]=[CH:31][C:26]([N:24]2[CH:23]=[C:19]3[N:20]=[CH:21][N:22]=[C:17]([NH:16][C:4]4[CH:5]=[CH:6][C:7]([O:8][C:9]5[CH:10]=[N:11][C:12]([CH3:15])=[CH:13][CH:14]=5)=[C:2]([CH3:1])[CH:3]=4)[C:18]3=[N:25]2)=[CH:27][CH:28]=1. Given the reactants [CH3:1][C:2]1[CH:3]=[C:4]([NH:16][C:17]2[C:18]3[C:19](=[CH:23][N:24]([C:26]4[CH:31]=[CH:30][C:29]([N+:32]([O-])=O)=[CH:28][CH:27]=4)[N:25]=3)[N:20]=[CH:21][N:22]=2)[CH:5]=[CH:6][C:7]=1[O:8][C:9]1[CH:10]=[N:11][C:12]([CH3:15])=[CH:13][CH:14]=1.[Cl-].[Ca+2].[Cl-], predict the reaction product. (6) Given the reactants [Cl:1][C:2]1[CH:7]=[CH:6][CH:5]=[CH:4][C:3]=1[CH:8]([O:10][C:11](=[O:27])[NH:12][C:13]1[C:14]([CH3:26])=[N:15][O:16][C:17]=1[C:18]1[CH:23]=[CH:22][C:21]([CH2:24]Cl)=[CH:20][CH:19]=1)[CH3:9].[SH:28][C:29]1[CH:34]=[CH:33][CH:32]=[CH:31][C:30]=1[CH2:35][C:36]([OH:38])=[O:37], predict the reaction product. The product is: [Cl:1][C:2]1[CH:7]=[CH:6][CH:5]=[CH:4][C:3]=1[CH:8]([O:10][C:11]([NH:12][C:13]1[C:14]([CH3:26])=[N:15][O:16][C:17]=1[C:18]1[CH:23]=[CH:22][C:21]([CH2:24][S:28][C:29]2[CH:34]=[CH:33][CH:32]=[CH:31][C:30]=2[CH2:35][C:36]([OH:38])=[O:37])=[CH:20][CH:19]=1)=[O:27])[CH3:9]. (7) Given the reactants [CH3:1][C@H:2]1[CH2:7][NH:6][CH2:5][CH2:4][NH:3]1.[CH3:8][C:9]([O:12][C:13](O[C:13]([O:12][C:9]([CH3:11])([CH3:10])[CH3:8])=[O:14])=[O:14])([CH3:11])[CH3:10], predict the reaction product. The product is: [CH3:1][C@@H:2]1[NH:3][CH2:4][CH2:5][N:6]([C:13]([O:12][C:9]([CH3:11])([CH3:10])[CH3:8])=[O:14])[CH2:7]1.